The task is: Predict which catalyst facilitates the given reaction.. This data is from Catalyst prediction with 721,799 reactions and 888 catalyst types from USPTO. (1) Reactant: Br[CH2:2][CH2:3][CH2:4][O:5][C:6](=[O:8])[CH3:7].[N-:9]=[N+:10]=[N-:11].[Na+]. Product: [N:9]([CH2:2][CH2:3][CH2:4][O:5][C:6](=[O:8])[CH3:7])=[N+:10]=[N-:11]. The catalyst class is: 878. (2) Reactant: [Br:1][C:2]1[CH:3]=[CH:4][C:5]([C:8](=[O:10])[CH3:9])=[N:6][CH:7]=1.[BH4-].[Na+]. Product: [Br:1][C:2]1[CH:3]=[CH:4][C:5]([CH:8]([OH:10])[CH3:9])=[N:6][CH:7]=1. The catalyst class is: 8. (3) Reactant: Cl[C:2]1[CH:3]=[CH:4][C:5]2[N:6]([C:8]([C:11]3[CH:12]=[C:13]([CH:16]=[CH:17][CH:18]=3)[C:14]#[N:15])=[CH:9][N:10]=2)[N:7]=1.Cl.[NH2:20][C@H:21]1[CH2:26][CH2:25][C@H:24]([OH:27])[CH2:23][CH2:22]1.C([O-])(O)=O.[Na+]. Product: [C:14]([C:13]1[CH:12]=[C:11]([C:8]2[N:6]3[N:7]=[C:2]([NH:20][CH:21]4[CH2:26][CH2:25][CH:24]([OH:27])[CH2:23][CH2:22]4)[CH:3]=[CH:4][C:5]3=[N:10][CH:9]=2)[CH:18]=[CH:17][CH:16]=1)#[N:15]. The catalyst class is: 37. (4) Reactant: Br[C:2]1[CH:7]=[CH:6][C:5]([C:8]2[NH:12][C:11]([C@@H:13]3[CH2:17][C:16]([F:19])([F:18])[CH2:15][N:14]3[C:20](=[O:30])[C@@H:21]([NH:25][C:26](=[O:29])[O:27][CH3:28])[CH:22]([CH3:24])[CH3:23])=[N:10][CH:9]=2)=[CH:4][CH:3]=1.[CH3:31][C:32]1([CH3:48])[C:36]([CH3:38])([CH3:37])[O:35][B:34]([B:34]2[O:35][C:36]([CH3:38])([CH3:37])[C:32]([CH3:48])([CH3:31])[O:33]2)[O:33]1.C([O-])(=O)C.[K+]. Product: [F:18][C:16]1([F:19])[CH2:15][N:14]([C:20](=[O:30])[C@@H:21]([NH:25][C:26](=[O:29])[O:27][CH3:28])[CH:22]([CH3:24])[CH3:23])[C@H:13]([C:11]2[NH:12][C:8]([C:5]3[CH:6]=[CH:7][C:2]([B:34]4[O:35][C:36]([CH3:38])([CH3:37])[C:32]([CH3:48])([CH3:31])[O:33]4)=[CH:3][CH:4]=3)=[CH:9][N:10]=2)[CH2:17]1. The catalyst class is: 12. (5) Reactant: [Cl:1][C:2]1[CH:7]=[CH:6][N:5]([C:8]2[CH:13]=[CH:12][CH:11]=[CH:10][C:9]=2[CH3:14])[C:4](=[O:15])[C:3]=1[C:16]#[N:17].[Br:18]N1C(=O)CCC1=O. Product: [Br:18][C:7]1[C:2]([Cl:1])=[C:3]([C:16]#[N:17])[C:4](=[O:15])[N:5]([C:8]2[CH:13]=[CH:12][CH:11]=[CH:10][C:9]=2[CH3:14])[CH:6]=1. The catalyst class is: 35.